Dataset: Reaction yield outcomes from USPTO patents with 853,638 reactions. Task: Predict the reaction yield, written as a fraction of the theoretical maximum amount of product (1.0 means a 100% yield; for example, 0.34 means a 34% yield). (1) The reactants are [N+]([C:4]1[CH:11]=[CH:10][CH:9]=[C:8]([N+:12]([O-:14])=[O:13])[C:5]=1[C:6]#[N:7])([O-])=O.[CH3:15][O:16][C:17]1[CH:24]=[CH:23][CH:22]=[CH:21][C:18]=1[CH2:19][OH:20]. No catalyst specified. The product is [N+:12]([C:8]1[CH:9]=[CH:10][CH:11]=[C:4]([O:20][CH2:19][C:18]2[CH:21]=[CH:22][CH:23]=[CH:24][C:17]=2[O:16][CH3:15])[C:5]=1[C:6]#[N:7])([O-:14])=[O:13]. The yield is 0.580. (2) The reactants are Cl[C:2]1[CH:3]=[C:4]([CH2:9][NH:10][C:11](=O)OC(C)(C)C)[C:5]([CH3:8])=[N:6][CH:7]=1.C([B-:21](F)(F)F)(C)=C.[K+].[C:26](N)([CH3:29])(C)[CH3:27].C(Cl)Cl.[OH2:34]. The catalyst is C(O)(C)C.C1C=CC(P(C2C=CC=CC=2)[C-]2C=CC=C2)=CC=1.C1C=CC(P(C2C=CC=CC=2)[C-]2C=CC=C2)=CC=1.Cl[Pd]Cl.[Fe+2].CCOC(C)=O. The product is [CH3:8][C:5]1[C:4]([CH2:9][N:10]=[CH:11][B:21]=[O:34])=[CH:3][C:2]([C:26]([CH3:29])=[CH2:27])=[CH:7][N:6]=1. The yield is 0.120. (3) The reactants are [N:1]1[CH:6]=[CH:5][CH:4]=[CH:3][C:2]=1[C:7]1[CH:31]=[CH:30][C:10]([CH2:11][NH:12][CH2:13][CH2:14][CH2:15][NH:16][CH2:17][C:18]2[CH:23]=[CH:22][C:21]([C:24]3[CH:29]=[CH:28][CH:27]=[CH:26][N:25]=3)=[CH:20][CH:19]=2)=[CH:9][CH:8]=1.CCN(CC)CC.Cl.[S:40]1[C:44]([CH2:45][O:46][C:47](=[O:58])OC2C=CC([N+]([O-])=O)=CC=2)=[CH:43][N:42]=[CH:41]1.C([O-])(O)=O.[Na+].[C:64](O[C:64]([O:66][C:67]([CH3:70])([CH3:69])[CH3:68])=[O:65])([O:66][C:67]([CH3:70])([CH3:69])[CH3:68])=[O:65].Cl. The catalyst is C1COCC1.O. The product is [N:1]1[CH:6]=[CH:5][CH:4]=[CH:3][C:2]=1[C:7]1[CH:31]=[CH:30][C:10]([CH2:11][N:12]([CH2:13][CH2:14][CH2:15][N:16]([CH2:17][C:18]2[CH:19]=[CH:20][C:21]([C:24]3[CH:29]=[CH:28][CH:27]=[CH:26][N:25]=3)=[CH:22][CH:23]=2)[C:47]([O:46][CH2:45][C:44]2[S:40][CH:41]=[N:42][CH:43]=2)=[O:58])[C:64](=[O:65])[O:66][C:67]([CH3:70])([CH3:69])[CH3:68])=[CH:9][CH:8]=1. The yield is 0.540. (4) The reactants are Cl[C:2]1[S:6][N:5]=[C:4]([C:7]2[CH:12]=[CH:11][CH:10]=[CH:9][CH:8]=2)[N:3]=1.[C:13]([O:17][C:18]([N:20]1[CH2:25][CH2:24][NH:23][CH2:22][CH2:21]1)=[O:19])([CH3:16])([CH3:15])[CH3:14].C(N(CC)CC)C.O. The catalyst is CN(C)C=O. The product is [C:7]1([C:4]2[N:3]=[C:2]([N:23]3[CH2:22][CH2:21][N:20]([C:18]([O:17][C:13]([CH3:16])([CH3:15])[CH3:14])=[O:19])[CH2:25][CH2:24]3)[S:6][N:5]=2)[CH:12]=[CH:11][CH:10]=[CH:9][CH:8]=1. The yield is 0.523. (5) The reactants are [F:1][C:2]1[CH:3]=[C:4](B(O)O)[CH:5]=[CH:6][C:7]=1[OH:8].I[C:13]1[C:21]2[C:16](=[N:17][CH:18]=[N:19][C:20]=2[NH2:22])[N:15]([CH:23]([CH3:25])[CH3:24])[N:14]=1.C([O-])([O-])=O.[Na+].[Na+]. The catalyst is CCO.COCCOC.C1C=CC([P]([Pd]([P](C2C=CC=CC=2)(C2C=CC=CC=2)C2C=CC=CC=2)([P](C2C=CC=CC=2)(C2C=CC=CC=2)C2C=CC=CC=2)[P](C2C=CC=CC=2)(C2C=CC=CC=2)C2C=CC=CC=2)(C2C=CC=CC=2)C2C=CC=CC=2)=CC=1. The product is [NH2:22][C:20]1[N:19]=[CH:18][N:17]=[C:16]2[N:15]([CH:23]([CH3:25])[CH3:24])[N:14]=[C:13]([C:4]3[CH:5]=[CH:6][C:7]([OH:8])=[C:2]([F:1])[CH:3]=3)[C:21]=12. The yield is 0.270. (6) The reactants are ClC(Cl)(O[C:5](=[O:11])OC(Cl)(Cl)Cl)Cl.[CH:13]([N:16]1[C:20]2[N:21]=[C:22]([C:31]3[CH:36]=[CH:35][C:34]([NH2:37])=[CH:33][CH:32]=3)[N:23]=[C:24]([N:25]3[CH2:30][CH2:29][O:28][CH2:27][CH2:26]3)[C:19]=2[N:18]=[N:17]1)([CH3:15])[CH3:14].[NH2:38][C:39]1[CH:40]=[N:41][CH:42]=[CH:43][CH:44]=1.CCN(CC)CC. The yield is 0.470. The product is [CH:13]([N:16]1[C:20]2[N:21]=[C:22]([C:31]3[CH:32]=[CH:33][C:34]([NH:37][C:5]([NH:38][C:39]4[CH:40]=[N:41][CH:42]=[CH:43][CH:44]=4)=[O:11])=[CH:35][CH:36]=3)[N:23]=[C:24]([N:25]3[CH2:30][CH2:29][O:28][CH2:27][CH2:26]3)[C:19]=2[N:18]=[N:17]1)([CH3:15])[CH3:14]. The catalyst is C(Cl)Cl. (7) The reactants are [NH2:1][C:2]1[CH:3]=[C:4]2[C:9](=[CH:10][CH:11]=1)[N:8]=[CH:7][N:6]=[C:5]2[NH:12][C:13]1[CH:17]=[C:16]([C:18]([CH3:21])([CH3:20])[CH3:19])[Se:15][C:14]=1[C:22]([NH2:24])=[O:23].[Cl:25][CH2:26][C:27](Cl)=[O:28]. The yield is 0.800. The catalyst is C1COCC1. The product is [Cl:25][CH2:26][C:27]([NH:1][C:2]1[CH:3]=[C:4]2[C:9](=[CH:10][CH:11]=1)[N:8]=[CH:7][N:6]=[C:5]2[NH:12][C:13]1[CH:17]=[C:16]([C:18]([CH3:21])([CH3:19])[CH3:20])[Se:15][C:14]=1[C:22]([NH2:24])=[O:23])=[O:28]. (8) The reactants are Br[CH2:2][C:3]([NH:5][C:6]1[CH:11]=[CH:10][C:9]([C:12]2([C:17]3[CH:22]=[CH:21][C:20]([Cl:23])=[CH:19][CH:18]=3)[O:16][CH2:15][CH2:14][O:13]2)=[CH:8][C:7]=1[CH:24]([C:26]1[CH:31]=[CH:30][CH:29]=[C:28]([Cl:32])[CH:27]=1)[OH:25])=[O:4].CC(O)(C)C.[K].Cl. The catalyst is COCCOC. The product is [Cl:32][C:28]1[CH:27]=[C:26]([CH:24]2[C:7]3[CH:8]=[C:9]([C:12]4([C:17]5[CH:22]=[CH:21][C:20]([Cl:23])=[CH:19][CH:18]=5)[O:16][CH2:15][CH2:14][O:13]4)[CH:10]=[CH:11][C:6]=3[NH:5][C:3](=[O:4])[CH2:2][O:25]2)[CH:31]=[CH:30][CH:29]=1. The yield is 0.518. (9) The reactants are [F:1][C:2]1[CH:3]=[C:4]([OH:11])[CH:5]=[C:6]([F:10])[C:7]=1[O:8][CH3:9].Cl[C:13]1[N:14]=[C:15]([OH:23])[C:16]2[CH:22]=[CH:21][N:20]=[CH:19][C:17]=2[N:18]=1. No catalyst specified. The product is [F:1][C:2]1[CH:3]=[C:4]([CH:5]=[C:6]([F:10])[C:7]=1[O:8][CH3:9])[O:11][C:13]1[N:14]=[C:15]([OH:23])[C:16]2[CH:22]=[CH:21][N:20]=[CH:19][C:17]=2[N:18]=1. The yield is 0.0900. (10) The reactants are Cl[C:2]1[C:3]2[NH:10][N:9]=[CH:8][C:4]=2[N:5]=[CH:6][N:7]=1.[O:11]([C:18]1[CH:23]=[CH:22][C:21]([OH:24])=[CH:20][CH:19]=1)[C:12]1[CH:17]=[CH:16][CH:15]=[CH:14][CH:13]=1.C(=O)([O-])[O-].[Cs+].[Cs+].CN(C=O)C. No catalyst specified. The product is [O:11]([C:18]1[CH:19]=[CH:20][C:21]([O:24][C:2]2[C:3]3[NH:10][N:9]=[CH:8][C:4]=3[N:5]=[CH:6][N:7]=2)=[CH:22][CH:23]=1)[C:12]1[CH:13]=[CH:14][CH:15]=[CH:16][CH:17]=1. The yield is 0.420.